Regression. Given two drug SMILES strings and cell line genomic features, predict the synergy score measuring deviation from expected non-interaction effect. From a dataset of NCI-60 drug combinations with 297,098 pairs across 59 cell lines. (1) Drug 1: C1=CC(=CC=C1C#N)C(C2=CC=C(C=C2)C#N)N3C=NC=N3. Drug 2: CC(C)(C#N)C1=CC(=CC(=C1)CN2C=NC=N2)C(C)(C)C#N. Cell line: HL-60(TB). Synergy scores: CSS=19.7, Synergy_ZIP=-0.297, Synergy_Bliss=-10.3, Synergy_Loewe=16.3, Synergy_HSA=-6.00. (2) Drug 1: CC(CN1CC(=O)NC(=O)C1)N2CC(=O)NC(=O)C2. Drug 2: CC1=C(C(=CC=C1)Cl)NC(=O)C2=CN=C(S2)NC3=CC(=NC(=N3)C)N4CCN(CC4)CCO. Cell line: OVCAR-5. Synergy scores: CSS=26.7, Synergy_ZIP=3.54, Synergy_Bliss=14.3, Synergy_Loewe=3.04, Synergy_HSA=11.2. (3) Drug 1: CC1=C2C(C(=O)C3(C(CC4C(C3C(C(C2(C)C)(CC1OC(=O)C(C(C5=CC=CC=C5)NC(=O)OC(C)(C)C)O)O)OC(=O)C6=CC=CC=C6)(CO4)OC(=O)C)O)C)O. Drug 2: C#CCC(CC1=CN=C2C(=N1)C(=NC(=N2)N)N)C3=CC=C(C=C3)C(=O)NC(CCC(=O)O)C(=O)O. Cell line: NCI-H322M. Synergy scores: CSS=64.8, Synergy_ZIP=1.55, Synergy_Bliss=-0.564, Synergy_Loewe=-19.1, Synergy_HSA=-0.366. (4) Drug 1: C1=NC2=C(N=C(N=C2N1C3C(C(C(O3)CO)O)F)Cl)N. Drug 2: CC1CCCC2(C(O2)CC(NC(=O)CC(C(C(=O)C(C1O)C)(C)C)O)C(=CC3=CSC(=N3)C)C)C. Cell line: MDA-MB-231. Synergy scores: CSS=36.8, Synergy_ZIP=-6.75, Synergy_Bliss=-5.97, Synergy_Loewe=-6.47, Synergy_HSA=-1.24. (5) Drug 1: CC1C(C(CC(O1)OC2CC(CC3=C2C(=C4C(=C3O)C(=O)C5=C(C4=O)C(=CC=C5)OC)O)(C(=O)C)O)N)O.Cl. Drug 2: CCCCC(=O)OCC(=O)C1(CC(C2=C(C1)C(=C3C(=C2O)C(=O)C4=C(C3=O)C=CC=C4OC)O)OC5CC(C(C(O5)C)O)NC(=O)C(F)(F)F)O. Cell line: UO-31. Synergy scores: CSS=8.69, Synergy_ZIP=-5.78, Synergy_Bliss=-5.93, Synergy_Loewe=-2.32, Synergy_HSA=-2.14.